From a dataset of Catalyst prediction with 721,799 reactions and 888 catalyst types from USPTO. Predict which catalyst facilitates the given reaction. (1) The catalyst class is: 9. Reactant: CS(O[CH2:6][CH2:7][O:8][C:9]1[CH:14]=[C:13]([CH3:15])[C:12]([C:16]2[CH:21]=[CH:20][C:19]([O:22][CH2:23][C:24]([O-:26])=[O:25])=[CH:18][CH:17]=2)=[C:11]([CH3:27])[CH:10]=1)(=O)=O.[NH2:28][C@@H:29]([CH3:39])[C@@H:30]([C:32]1[CH:37]=[CH:36][C:35]([OH:38])=[CH:34][CH:33]=1)[OH:31].O.[C:41](OCC)(=O)[CH3:42]. Product: [OH:31][C@H:30]([C:32]1[CH:37]=[CH:36][C:35]([OH:38])=[CH:34][CH:33]=1)[C@@H:29]([NH:28][CH2:6][CH2:7][O:8][C:9]1[CH:14]=[C:13]([CH3:15])[C:12]([C:16]2[CH:21]=[CH:20][C:19]([O:22][CH2:23][C:24]([O:26][CH2:41][CH3:42])=[O:25])=[CH:18][CH:17]=2)=[C:11]([CH3:27])[CH:10]=1)[CH3:39]. (2) Reactant: [CH3:1][N:2]1[C:7](=[O:8])[C:6]([NH:9][C:10]2[CH:15]=[CH:14][C:13]([N:16]3[CH2:21][CH2:20][N:19]([CH3:22])[CH2:18][CH2:17]3)=[CH:12][N:11]=2)=[CH:5][C:4]([C:23]2[CH:33]=[CH:32][CH:31]=[C:30]([N:34]3[CH2:46][CH2:45][N:37]4[C:38]5[CH2:39][CH2:40][CH2:41][CH2:42][C:43]=5[CH:44]=[C:36]4[C:35]3=[O:47])[C:24]=2[CH2:25][O:26]C(=O)C)=[CH:3]1.O[Li].O.C1COCC1.C(O)(C)C. Product: [OH:26][CH2:25][C:24]1[C:23]([C:4]2[CH:5]=[C:6]([NH:9][C:10]3[CH:15]=[CH:14][C:13]([N:16]4[CH2:21][CH2:20][N:19]([CH3:22])[CH2:18][CH2:17]4)=[CH:12][N:11]=3)[C:7](=[O:8])[N:2]([CH3:1])[CH:3]=2)=[CH:33][CH:32]=[CH:31][C:30]=1[N:34]1[CH2:46][CH2:45][N:37]2[C:38]3[CH2:39][CH2:40][CH2:41][CH2:42][C:43]=3[CH:44]=[C:36]2[C:35]1=[O:47]. The catalyst class is: 6. (3) Reactant: [CH2:1]([O:3][C@@H:4]([CH2:10][C:11]1[CH:16]=[CH:15][C:14]([O:17][CH2:18][C@@H:19]([OH:28])[C:20]2[CH:25]=[CH:24][CH:23]=[C:22]([O:26][CH3:27])[CH:21]=2)=[CH:13][CH:12]=1)[C:5]([O:7]CC)=[O:6])[CH3:2].[Li+].[OH-]. Product: [CH2:1]([O:3][C@@H:4]([CH2:10][C:11]1[CH:12]=[CH:13][C:14]([O:17][CH2:18][C@@H:19]([OH:28])[C:20]2[CH:25]=[CH:24][CH:23]=[C:22]([O:26][CH3:27])[CH:21]=2)=[CH:15][CH:16]=1)[C:5]([OH:7])=[O:6])[CH3:2]. The catalyst class is: 5. (4) Reactant: [Si]([O:8][CH2:9][C:10]1([CH3:36])[S:16][CH2:15][CH2:14][N:13]2[C:17]([C:20]3([C:23]4[CH:28]=[CH:27][C:26]([C:29]5[CH:34]=[CH:33][C:32]([Cl:35])=[CH:31][N:30]=5)=[CH:25][CH:24]=4)[CH2:22][CH2:21]3)=[N:18][N:19]=[C:12]2[CH2:11]1)(C(C)(C)C)(C)C.Cl. Product: [Cl:35][C:32]1[CH:33]=[CH:34][C:29]([C:26]2[CH:27]=[CH:28][C:23]([C:20]3([C:17]4[N:13]5[CH2:14][CH2:15][S:16][C:10]([CH2:9][OH:8])([CH3:36])[CH2:11][C:12]5=[N:19][N:18]=4)[CH2:22][CH2:21]3)=[CH:24][CH:25]=2)=[N:30][CH:31]=1. The catalyst class is: 5. (5) Reactant: [N+:1]([C:4]1[CH:12]=[C:11]2[C:7]([CH:8]=[N:9][NH:10]2)=[CH:6][CH:5]=1)([O-:3])=[O:2].C(#N)C.[B-](F)(F)(F)[F:17].[B-](F)(F)(F)F.C1[N+]2(CCl)CC[N+](F)(CC2)C1. Product: [F:17][C:8]1[C:7]2[C:11](=[CH:12][C:4]([N+:1]([O-:3])=[O:2])=[CH:5][CH:6]=2)[NH:10][N:9]=1. The catalyst class is: 15. (6) Reactant: [O-]CC.[Na+].[CH2:5]([C:9]([NH2:11])=[O:10])[C:6]([NH2:8])=[NH:7].Cl.Br[CH2:14][C:15]([C:17]1[CH:22]=[CH:21][C:20]([Br:23])=[CH:19][CH:18]=1)=O. Product: [NH2:7][C:6]1[NH:8][C:15]([C:17]2[CH:22]=[CH:21][C:20]([Br:23])=[CH:19][CH:18]=2)=[CH:14][C:5]=1[C:9]([NH2:11])=[O:10]. The catalyst class is: 8.